Dataset: Forward reaction prediction with 1.9M reactions from USPTO patents (1976-2016). Task: Predict the product of the given reaction. (1) Given the reactants [CH3:1][N:2]1[CH2:7][CH2:6][C:5]([C:10]2[CH:15]=[CH:14][C:13]([O:16][CH3:17])=[CH:12][CH:11]=2)([CH2:8][NH2:9])[CH2:4][CH2:3]1.C(N(CC)CC)C.[C:25]([C:27]1[C:28]([O:41][CH3:42])=[C:29]([CH2:39]I)[C:30]2[C:35]([C:36]=1[O:37][CH3:38])=[CH:34][CH:33]=[CH:32][CH:31]=2)#[N:26], predict the reaction product. The product is: [CH3:1][N:2]1[CH2:3][CH2:4][C:5]([C:10]2[CH:11]=[CH:12][C:13]([O:16][CH3:17])=[CH:14][CH:15]=2)([CH2:8][NH:9][CH2:39][C:29]2[C:30]3[C:35](=[CH:34][CH:33]=[CH:32][CH:31]=3)[C:36]([O:37][CH3:38])=[C:27]([C:25]#[N:26])[C:28]=2[O:41][CH3:42])[CH2:6][CH2:7]1. (2) Given the reactants C[O:2][C:3](=[O:28])[C:4]1[CH:9]=[C:8]([C:10]([C:12]2[CH:17]=[CH:16][C:15]([NH:18][CH2:19][C:20]3[CH:25]=[CH:24][C:23]([Cl:26])=[CH:22][CH:21]=3)=[CH:14][N:13]=2)=[O:11])[CH:7]=[CH:6][C:5]=1F.C(S)CCCCC.ClC1C=CC(CNC2C=CC([C:51]([C:53]3[CH:54]=[C:55]([CH:59]=[C:60]([S:62](CCCCCC)=[O:63])C=3)C(O)=O)=O)=NC=2)=CC=1, predict the reaction product. The product is: [Cl:26][C:23]1[CH:22]=[CH:21][C:20]([CH2:19][NH:18][C:15]2[CH:16]=[CH:17][C:12]([C:10]([C:8]3[CH:7]=[CH:6][C:5]([S:62]([CH2:60][CH2:59][CH2:55][CH2:54][CH2:53][CH3:51])=[O:63])=[C:4]([CH:9]=3)[C:3]([OH:2])=[O:28])=[O:11])=[N:13][CH:14]=2)=[CH:25][CH:24]=1. (3) Given the reactants [Br:1][C:2]1[C:3]([CH2:8][CH2:9][CH:10]=O)=[N:4][CH:5]=[N:6][CH:7]=1.CC[N+](S(N=C(OC)[O-])(=O)=O)(CC)CC, predict the reaction product. The product is: [Br:1][C:2]1[C:3]2[N:4]([CH:10]=[CH:9][CH:8]=2)[CH:5]=[N:6][CH:7]=1. (4) Given the reactants C([Li])CCC.Br[C:7]1[CH:12]=[CH:11][C:10]([F:13])=[CH:9][N:8]=1.CN([CH:17]=[O:18])C.[BH4-].[Na+], predict the reaction product. The product is: [F:13][C:10]1[CH:11]=[CH:12][C:7]([CH2:17][OH:18])=[N:8][CH:9]=1. (5) Given the reactants [OH:1][C:2]1[C:11]([C:12]([O:14][CH2:15][CH2:16][CH3:17])=[O:13])=[CH:10][C:9]2[C:4](=[CH:5][CH:6]=[CH:7][CH:8]=2)[CH:3]=1.Cl[C:19]1[C:28]2[C:23](=[CH:24][C:25]([O:31][CH3:32])=[C:26]([O:29][CH3:30])[CH:27]=2)[N:22]=[CH:21][CH:20]=1.O, predict the reaction product. The product is: [CH3:30][O:29][C:26]1[CH:27]=[C:28]2[C:23](=[CH:24][C:25]=1[O:31][CH3:32])[N:22]=[CH:21][CH:20]=[C:19]2[O:1][C:2]1[C:11]([C:12]([O:14][CH2:15][CH2:16][CH3:17])=[O:13])=[CH:10][C:9]2[C:4]([CH:3]=1)=[CH:5][CH:6]=[CH:7][CH:8]=2. (6) Given the reactants Cl[C:2]1[C:3]([F:22])=[CH:4][N:5]2[C:10]([C:11]=1[CH3:12])=[C:9]([CH:13]1[CH2:15][CH2:14]1)[CH:8]=[C:7]([C:16]([O:18][CH2:19][CH3:20])=[O:17])[C:6]2=[O:21].[C:23]([O:27][C:28]([NH:30][CH2:31][C:32]1[CH:37]=[CH:36][C:35](B(O)O)=[CH:34][CH:33]=1)=[O:29])([CH3:26])([CH3:25])[CH3:24], predict the reaction product. The product is: [C:23]([O:27][C:28]([NH:30][CH2:31][C:32]1[CH:37]=[CH:36][C:35]([C:2]2[C:3]([F:22])=[CH:4][N:5]3[C:10]([C:11]=2[CH3:12])=[C:9]([CH:13]2[CH2:15][CH2:14]2)[CH:8]=[C:7]([C:16]([O:18][CH2:19][CH3:20])=[O:17])[C:6]3=[O:21])=[CH:34][CH:33]=1)=[O:29])([CH3:26])([CH3:24])[CH3:25]. (7) Given the reactants [CH:1]1([C:7]2[CH:31]=[CH:30][C:10]([C:11]([N:13]3[C:19]4[CH:20]=[CH:21][CH:22]=[CH:23][C:18]=4[CH2:17][N:16]4[C:24]([C:27](Cl)=[O:28])=[CH:25][CH:26]=[C:15]4[CH2:14]3)=[O:12])=[CH:9][CH:8]=2)[CH2:6][CH2:5][CH2:4][CH2:3][CH2:2]1.C(N(CC)C(C)C)(C)C.[N:41]1[CH:46]=[CH:45][CH:44]=[CH:43][C:42]=1[N:47]1[CH2:52][CH2:51][NH:50][CH2:49][CH2:48]1, predict the reaction product. The product is: [CH:1]1([C:7]2[CH:31]=[CH:30][C:10]([C:11]([N:13]3[C:19]4[CH:20]=[CH:21][CH:22]=[CH:23][C:18]=4[CH2:17][N:16]4[C:24]([C:27]([N:50]5[CH2:51][CH2:52][N:47]([C:42]6[CH:43]=[CH:44][CH:45]=[CH:46][N:41]=6)[CH2:48][CH2:49]5)=[O:28])=[CH:25][CH:26]=[C:15]4[CH2:14]3)=[O:12])=[CH:9][CH:8]=2)[CH2:6][CH2:5][CH2:4][CH2:3][CH2:2]1. (8) Given the reactants [Cl:1][C:2]1[C:7]([Cl:8])=[CH:6][CH:5]=[CH:4][C:3]=1[N:9]1[CH2:14][CH2:13][NH:12][CH2:11][CH2:10]1.[F:15][C:16]1[CH:17]=[C:18]([O:23][CH2:24][CH2:25][C:26](O)=[O:27])[CH:19]=[CH:20][C:21]=1[F:22].C1C=NC2N(O)N=NC=2C=1.CCN(C(C)C)C(C)C.CN(C(ON1N=NC2C=CC=NC1=2)=[N+](C)C)C.F[P-](F)(F)(F)(F)F, predict the reaction product. The product is: [Cl:1][C:2]1[C:7]([Cl:8])=[CH:6][CH:5]=[CH:4][C:3]=1[N:9]1[CH2:14][CH2:13][N:12]([C:26](=[O:27])[CH2:25][CH2:24][O:23][C:18]2[CH:19]=[CH:20][C:21]([F:22])=[C:16]([F:15])[CH:17]=2)[CH2:11][CH2:10]1. (9) The product is: [NH2:11][C:9]1[N:8]=[CH:7][N:6]=[C:5]2[N:4]([CH:12]([C:14]3[CH:15]=[C:16]4[N:21]([C:22]=3[C:23]3[CH:28]=[CH:27][CH:26]=[CH:25][N:24]=3)[CH:20]=[CH:19][CH:18]=[CH:17]4)[CH3:13])[N:3]=[C:2]([C:32]3[CH:33]=[C:34]([OH:36])[CH:35]=[C:30]([Cl:29])[CH:31]=3)[C:10]=12. Given the reactants I[C:2]1[C:10]2[C:5](=[N:6][CH:7]=[N:8][C:9]=2[NH2:11])[N:4]([CH:12]([C:14]2[CH:15]=[C:16]3[N:21]([C:22]=2[C:23]2[CH:28]=[CH:27][CH:26]=[CH:25][N:24]=2)[CH:20]=[CH:19][CH:18]=[CH:17]3)[CH3:13])[N:3]=1.[Cl:29][C:30]1[CH:31]=[C:32](B(O)O)[CH:33]=[C:34]([OH:36])[CH:35]=1.CCO.C([O-])([O-])=O.[Na+].[Na+], predict the reaction product. (10) Given the reactants [N:1]1([CH:17]2[CH2:22][CH2:21][NH:20][CH2:19][CH2:18]2)[CH2:6][CH2:5][CH:4]([N:7]2[C@@H:11]3[CH2:12][CH2:13][CH2:14][CH2:15][C@H:10]3[NH:9][C:8]2=[O:16])[CH2:3][CH2:2]1.[CH:23]1([C:26](O)=[O:27])[CH2:25][CH2:24]1.CN(C(ON1N=NC2C=CC=NC1=2)=[N+](C)C)C.F[P-](F)(F)(F)(F)F.C(N(C(C)C)CC)(C)C, predict the reaction product. The product is: [CH:23]1([C:26]([N:20]2[CH2:21][CH2:22][CH:17]([N:1]3[CH2:2][CH2:3][CH:4]([N:7]4[C@@H:11]5[CH2:12][CH2:13][CH2:14][CH2:15][C@H:10]5[NH:9][C:8]4=[O:16])[CH2:5][CH2:6]3)[CH2:18][CH2:19]2)=[O:27])[CH2:25][CH2:24]1.